Dataset: Forward reaction prediction with 1.9M reactions from USPTO patents (1976-2016). Task: Predict the product of the given reaction. (1) Given the reactants [O:1]1[CH2:6][CH2:5][CH:4]([OH:7])[CH2:3][CH2:2]1.CCN(C(C)C)C(C)C.[CH3:17][S:18](Cl)(=[O:20])=[O:19], predict the reaction product. The product is: [CH3:17][S:18]([O:7][CH:4]1[CH2:5][CH2:6][O:1][CH2:2][CH2:3]1)(=[O:20])=[O:19]. (2) Given the reactants [S:1]1[C:5]2[CH2:6][CH2:7][CH2:8][CH2:9][C:4]=2[N:3]=[C:2]1[C:10]([O:12]CC)=O.[C:15]([O:18][CH2:19][CH3:20])(=[O:17])[CH3:16].C[Si]([N-][Si](C)(C)C)(C)C.[Li+], predict the reaction product. The product is: [O:12]=[C:10]([C:2]1[S:1][C:5]2[CH2:6][CH2:7][CH2:8][CH2:9][C:4]=2[N:3]=1)[CH2:16][C:15]([O:18][CH2:19][CH3:20])=[O:17].